This data is from Reaction yield outcomes from USPTO patents with 853,638 reactions. The task is: Predict the reaction yield, written as a fraction of the theoretical maximum amount of product (1.0 means a 100% yield; for example, 0.34 means a 34% yield). (1) The reactants are [NH2:1][C:2]1[CH:3]=[C:4]([C:8]2[N:9]([CH2:21][CH3:22])[C:10]3[C:15]([C:16]=2[C:17]#[N:18])=[CH:14][CH:13]=[C:12]([O:19][CH3:20])[CH:11]=3)[CH:5]=[CH:6][CH:7]=1.[C:23]([N:31]=[C:32]=[S:33])(=[O:30])[C:24]1[CH:29]=[CH:28][CH:27]=[CH:26][CH:25]=1. The yield is 0.900. The catalyst is CC(C)=O. The product is [C:23]([NH:31][C:32]([NH:1][C:2]1[CH:7]=[CH:6][CH:5]=[C:4]([C:8]2[N:9]([CH2:21][CH3:22])[C:10]3[C:15]([C:16]=2[C:17]#[N:18])=[CH:14][CH:13]=[C:12]([O:19][CH3:20])[CH:11]=3)[CH:3]=1)=[S:33])(=[O:30])[C:24]1[CH:29]=[CH:28][CH:27]=[CH:26][CH:25]=1. (2) The reactants are Cl[C:2]1[C:11]2[C:6](=[CH:7][CH:8]=[C:9]([Cl:12])[N:10]=2)[N:5]=[CH:4][C:3]=1[C:13](=[O:15])[CH3:14].[NH2:16][C:17]1[CH:18]=[CH:19][C:20]([N:23]2[CH2:28][CH2:27][CH2:26][CH:25]([NH:29][C:30](=[O:36])[O:31][C:32]([CH3:35])([CH3:34])[CH3:33])[CH2:24]2)=[N:21][CH:22]=1. No catalyst specified. The product is [C:13]([C:3]1[CH:4]=[N:5][C:6]2[C:11]([C:2]=1[NH:16][C:17]1[CH:18]=[CH:19][C:20]([N:23]3[CH2:28][CH2:27][CH2:26][CH:25]([NH:29][C:30](=[O:36])[O:31][C:32]([CH3:34])([CH3:33])[CH3:35])[CH2:24]3)=[N:21][CH:22]=1)=[N:10][C:9]([Cl:12])=[CH:8][CH:7]=2)(=[O:15])[CH3:14]. The yield is 0.350. (3) The reactants are Cl[C:2]1[C:11]([N+:12]([O-:14])=[O:13])=[CH:10][CH:9]=[C:8]2[C:3]=1[C:4](=[O:15])[NH:5][CH:6]=[N:7]2.[CH3:16][NH2:17]. The catalyst is CO. The product is [CH3:16][NH:17][C:2]1[C:11]([N+:12]([O-:14])=[O:13])=[CH:10][CH:9]=[C:8]2[C:3]=1[C:4](=[O:15])[NH:5][CH:6]=[N:7]2. The yield is 1.00. (4) The reactants are [C:1]1([CH:7]([CH3:11])[C:8]([OH:10])=O)[CH:6]=[CH:5][CH:4]=[CH:3][CH:2]=1.O=S(Cl)Cl.[CH3:16][O:17][C:18](=[O:28])[C:19]1[C:24]([Br:25])=[CH:23][C:22]([Br:26])=[CH:21][C:20]=1[NH2:27].CCCCCC. The catalyst is CCOC(C)=O. The product is [CH3:16][O:17][C:18](=[O:28])[C:19]1[C:24]([Br:25])=[CH:23][C:22]([Br:26])=[CH:21][C:20]=1[NH:27][C:8](=[O:10])[CH:7]([C:1]1[CH:2]=[CH:3][CH:4]=[CH:5][CH:6]=1)[CH3:11]. The yield is 0.920.